Dataset: TCR-epitope binding with 47,182 pairs between 192 epitopes and 23,139 TCRs. Task: Binary Classification. Given a T-cell receptor sequence (or CDR3 region) and an epitope sequence, predict whether binding occurs between them. (1) The epitope is KTSVDCTMYI. The TCR CDR3 sequence is CSVVYPGQGFPYEQYF. Result: 0 (the TCR does not bind to the epitope). (2) The epitope is VTEHDTLLY. The TCR CDR3 sequence is CASTRGSTDTQYF. Result: 0 (the TCR does not bind to the epitope). (3) The epitope is LLALHRSYL. The TCR CDR3 sequence is CARSELASGTDTQYF. Result: 0 (the TCR does not bind to the epitope). (4) The epitope is RLYYDSMSY. The TCR CDR3 sequence is CASSDMDLAPTNTGELFF. Result: 0 (the TCR does not bind to the epitope). (5) The epitope is LPAADLDDF. The TCR CDR3 sequence is CASSERGLTDTQYF. Result: 1 (the TCR binds to the epitope).